This data is from Reaction yield outcomes from USPTO patents with 853,638 reactions. The task is: Predict the reaction yield, written as a fraction of the theoretical maximum amount of product (1.0 means a 100% yield; for example, 0.34 means a 34% yield). (1) The catalyst is CCOCC. The yield is 0.950. The reactants are [H-].[H-].[H-].[H-].[Li+].[Al+3].[F:7][C:8]1[CH:13]=[CH:12][C:11]([CH2:14][CH2:15][CH2:16][CH2:17][C:18](O)=[O:19])=[CH:10][CH:9]=1.O.[OH-].[K+]. The product is [F:7][C:8]1[CH:9]=[CH:10][C:11]([CH2:14][CH2:15][CH2:16][CH2:17][CH2:18][OH:19])=[CH:12][CH:13]=1. (2) The catalyst is C(O)(=O)C. The yield is 0.320. The reactants are [Cl:1]N1C(=O)CCC1=O.[CH3:9][O:10][C:11](=[O:35])[C@H:12]([NH:24][C:25]([O:27][CH2:28][C:29]1[CH:34]=[CH:33][CH:32]=[CH:31][CH:30]=1)=[O:26])[CH2:13][C:14]1[CH:23]=[CH:22][C:17]2[NH:18][C:19](=[O:21])[O:20][C:16]=2[CH:15]=1. The product is [CH3:9][O:10][C:11](=[O:35])[C@H:12]([NH:24][C:25]([O:27][CH2:28][C:29]1[CH:30]=[CH:31][CH:32]=[CH:33][CH:34]=1)=[O:26])[CH2:13][C:14]1[C:23]([Cl:1])=[CH:22][C:17]2[NH:18][C:19](=[O:21])[O:20][C:16]=2[CH:15]=1. (3) The product is [CH3:1][O:2][C:3]1[CH:12]=[C:11]2[C:6]([CH:7]=[CH:8][CH:9]=[C:10]2[CH2:13][C:14]#[N:15])=[CH:5][CH:4]=1. The reactants are [CH3:1][O:2][C:3]1[CH:12]=[C:11]2[C:6]([CH2:7][CH2:8][CH:9]=[C:10]2[CH2:13][C:14]#[N:15])=[CH:5][CH:4]=1.C(OCC=C)(=O)C(C)=C. The catalyst is C1(C)C=CC=CC=1.[Pd]. The yield is 0.910. (4) The reactants are [Cl:1][C:2]1[CH:9]=[CH:8][C:5]([CH:6]=O)=[CH:4][CH:3]=1.[CH:10]1([CH2:13][NH2:14])[CH2:12][CH2:11]1.[Br:15][C:16]1[CH:25]=[C:24]2[C:19]([CH:20]=[CH:21][C:22]([OH:26])=[CH:23]2)=[CH:18][CH:17]=1. The catalyst is C(Cl)Cl. The product is [Br:15][C:16]1[CH:25]=[C:24]2[C:19]([CH:20]=[CH:21][C:22]([OH:26])=[C:23]2[CH:6]([C:5]2[CH:8]=[CH:9][C:2]([Cl:1])=[CH:3][CH:4]=2)[NH:14][CH2:13][CH:10]2[CH2:12][CH2:11]2)=[CH:18][CH:17]=1. The yield is 0.380. (5) The reactants are [CH2:1]([NH:3][C:4](=[O:11])[NH:5]OCC(O)=O)[CH3:2].[NH2:12][C@@H:13]([CH2:37][O:38][CH3:39])[C:14]([N:16]([C@@H:28]([CH3:36])[CH:29]([O:33][CH2:34][CH3:35])[O:30][CH2:31][CH3:32])[CH2:17][C:18]1[C:27]2[C:22](=[CH:23][CH:24]=[CH:25][CH:26]=2)[CH:21]=[CH:20][CH:19]=1)=[O:15]. No catalyst specified. The product is [CH2:34]([O:33][CH:29]([O:30][CH2:31][CH3:32])[C@@H:28]([N:16]([CH2:17][C:18]1[C:27]2[C:22](=[CH:23][CH:24]=[CH:25][CH:26]=2)[CH:21]=[CH:20][CH:19]=1)[C:14](=[O:15])[C@@H:13]([NH:12][C:29](=[O:30])[CH2:28][N:16]([CH3:14])[NH:5][C:4]([NH:3][CH2:1][CH3:2])=[O:11])[CH2:37][O:38][CH3:39])[CH3:36])[CH3:35]. The yield is 0.230. (6) The reactants are CN(C)C=O.[C:6]([Cl:11])(=O)[C:7](Cl)=O.[I:12][C:13]1[CH:14]=C2[C:20](=[CH:21][CH:22]=1)[N:19]=[CH:18][N:17]=C2O. The catalyst is ClCCCl. The product is [Cl:11][C:6]1[C:7]2[C:20](=[CH:21][CH:22]=[C:13]([I:12])[CH:14]=2)[N:19]=[CH:18][N:17]=1. The yield is 0.990. (7) The reactants are [CH3:1][C:2]1([CH2:7][CH:8]([CH2:14][CH2:15][CH3:16])[C:9]([O:11][CH2:12][CH3:13])=[O:10])OCC[O:3]1.O.C(OCC)(=O)C. The catalyst is CCCCCC.ClCCl. The product is [O:3]=[C:2]([CH3:1])[CH2:7][CH:8]([CH2:14][CH2:15][CH3:16])[C:9]([O:11][CH2:12][CH3:13])=[O:10]. The yield is 0.810.